From a dataset of Full USPTO retrosynthesis dataset with 1.9M reactions from patents (1976-2016). Predict the reactants needed to synthesize the given product. (1) Given the product [Cl:1][C:2]1[CH:10]=[CH:9][CH:8]=[C:7]([I:11])[C:3]=1[C:4]([NH2:18])=[O:5], predict the reactants needed to synthesize it. The reactants are: [Cl:1][C:2]1[CH:10]=[CH:9][CH:8]=[C:7]([I:11])[C:3]=1[C:4](O)=[O:5].C(Cl)(=O)C(Cl)=O.[NH3:18].C1COCC1. (2) Given the product [CH:14]1([C:12]2[N:6]3[C:7]([C:2](=[O:1])[NH:3][C:4]([CH:19]4[CH2:24][CH2:23][O:22][CH2:21][CH2:20]4)=[N:5]3)=[C:8]([CH2:9][CH3:10])[N:11]=2)[CH2:18][CH2:17][CH2:16][CH2:15]1, predict the reactants needed to synthesize it. The reactants are: [O:1]=[C:2]1[C:7]([CH:8]([NH:11][C:12]([CH:14]2[CH2:18][CH2:17][CH2:16][CH2:15]2)=O)[CH2:9][CH3:10])=[N:6][N:5]=[C:4]([CH:19]2[CH2:24][CH2:23][O:22][CH2:21][CH2:20]2)[NH:3]1.P(Cl)(Cl)(Cl)=O. (3) Given the product [N:31]1[S:32][N:33]=[C:34]2[CH:39]=[C:8]([CH2:7][N:5]3[CH2:6][C@@H:2]([CH3:1])[C@H:3]([C:15]4[NH:16][C:17](=[O:30])[C:18]5[CH:23]=[N:22][N:21]([CH:24]6[CH2:29][CH2:28][O:27][CH2:26][CH2:25]6)[C:19]=5[N:20]=4)[CH2:4]3)[CH:9]=[CH:36][C:35]=12, predict the reactants needed to synthesize it. The reactants are: [CH3:1][C@@H:2]1[CH2:6][N:5]([CH2:7][C:8]2[CH:9]=NC(C)=NC=2)[CH2:4][C@H:3]1[C:15]1[NH:16][C:17](=[O:30])[C:18]2[CH:23]=[N:22][N:21]([CH:24]3[CH2:29][CH2:28][O:27][CH2:26][CH2:25]3)[C:19]=2[N:20]=1.[N:31]1[S:32][N:33]=[C:34]2[CH:39]=C(C=O)C=[CH:36][C:35]=12. (4) Given the product [CH3:35][CH:34]([C@@H:36]1[C:40]([C:47]2[CH:52]=[CH:51][CH:50]=[CH:49][CH:48]=2)([C:41]2[CH:46]=[CH:45][CH:44]=[CH:43][CH:42]=2)[O:39][C:38](=[O:53])[N:37]1[C:15](=[O:16])[C@@H:14]([C:6]1[CH:5]=[CH:4][C:3]2[C:2]([CH3:23])([CH3:1])[CH2:11][CH2:10][C:9]([CH3:13])([CH3:12])[C:8]=2[CH:7]=1)[CH2:18][CH2:19][CH2:20][CH2:21][CH3:22])[CH3:33], predict the reactants needed to synthesize it. The reactants are: [CH3:1][C:2]1([CH3:23])[CH2:11][CH2:10][C:9]([CH3:13])([CH3:12])[C:8]2[CH:7]=[C:6]([CH:14]([CH2:18][CH2:19][CH2:20][CH2:21][CH3:22])[C:15](O)=[O:16])[CH:5]=[CH:4][C:3]1=2.CC(C)(C)C(Cl)=O.[Cl-].[Li+].[CH3:33][CH:34]([C@@H:36]1[C:40]([C:47]2[CH:52]=[CH:51][CH:50]=[CH:49][CH:48]=2)([C:41]2[CH:46]=[CH:45][CH:44]=[CH:43][CH:42]=2)[O:39][C:38](=[O:53])[NH:37]1)[CH3:35]. (5) The reactants are: CC1C=CC(S([N:11]2[C:19]3[C:14](=[CH:15][CH:16]=[CH:17][CH:18]=3)[C:13]([CH2:20][CH2:21][C:22]3[CH:23]=[N:24][CH:25]=[CH:26][CH:27]=3)=[CH:12]2)(=O)=O)=CC=1.[OH-].[K+]. Given the product [N:24]1[CH:25]=[CH:26][CH:27]=[C:22]([CH2:21][CH2:20][C:13]2[C:14]3[C:19](=[CH:18][CH:17]=[CH:16][CH:15]=3)[NH:11][CH:12]=2)[CH:23]=1, predict the reactants needed to synthesize it.